This data is from Peptide-MHC class I binding affinity with 185,985 pairs from IEDB/IMGT. The task is: Regression. Given a peptide amino acid sequence and an MHC pseudo amino acid sequence, predict their binding affinity value. This is MHC class I binding data. (1) The peptide sequence is LHKIRPHL. The MHC is H-2-Db with pseudo-sequence H-2-Db. The binding affinity (normalized) is 0. (2) The peptide sequence is LTSSQQKADW. The binding affinity (normalized) is 0.139. The MHC is HLA-A01:01 with pseudo-sequence HLA-A01:01. (3) The MHC is HLA-B08:01 with pseudo-sequence HLA-B08:01. The binding affinity (normalized) is 0.0847. The peptide sequence is NESGRLIDF. (4) The peptide sequence is RVVEPIKQI. The MHC is HLA-A03:01 with pseudo-sequence HLA-A03:01. The binding affinity (normalized) is 0.0847. (5) The peptide sequence is KTKDYVNGL. The MHC is Patr-A0701 with pseudo-sequence Patr-A0701. The binding affinity (normalized) is 0. (6) The peptide sequence is QELKNSAVSL. The MHC is HLA-A24:02 with pseudo-sequence HLA-A24:02. The binding affinity (normalized) is 0. (7) The peptide sequence is TIAVSVYGA. The MHC is HLA-A02:01 with pseudo-sequence HLA-A02:01. The binding affinity (normalized) is 0.571. (8) The peptide sequence is VIGVGMGLY. The MHC is HLA-B39:01 with pseudo-sequence HLA-B39:01. The binding affinity (normalized) is 0.0847. (9) The peptide sequence is GGKKKYKL. The MHC is HLA-A24:02 with pseudo-sequence HLA-A24:02. The binding affinity (normalized) is 0. (10) The peptide sequence is IQTPTKLMNK. The MHC is HLA-A31:01 with pseudo-sequence HLA-A31:01. The binding affinity (normalized) is 0.247.